From a dataset of Full USPTO retrosynthesis dataset with 1.9M reactions from patents (1976-2016). Predict the reactants needed to synthesize the given product. (1) Given the product [F:51][CH2:50][CH2:49][N:30]1[CH2:29][CH2:28][CH:27]([CH:25]([N:18]2[C:19]3[C:24](=[CH:23][CH:22]=[CH:21][CH:20]=3)[C:16]([C:14]([NH:13][CH2:12][C:5]3[C:6](=[O:11])[NH:7][C:8]([CH3:10])=[CH:9][C:4]=3[O:3][CH3:2])=[O:15])=[C:17]2[CH3:33])[CH3:26])[CH2:32][CH2:31]1, predict the reactants needed to synthesize it. The reactants are: Cl.[CH3:2][O:3][C:4]1[CH:9]=[C:8]([CH3:10])[NH:7][C:6](=[O:11])[C:5]=1[CH2:12][NH:13][C:14]([C:16]1[C:24]2[C:19](=[CH:20][CH:21]=[CH:22][CH:23]=2)[N:18]([CH:25]([CH:27]2[CH2:32][CH2:31][NH:30][CH2:29][CH2:28]2)[CH3:26])[C:17]=1[CH3:33])=[O:15].C([O-])([O-])=O.[K+].[K+].CC#N.CN(C=O)C.Br[CH2:49][CH2:50][F:51]. (2) The reactants are: C1(S([N:10]2[C:22]3[C:21]([N:23]4[C:35]5[C:34]([C:36]([O:38][CH3:39])=[O:37])=[CH:33][CH:32]=[CH:31][C:30]=5[C:29]5[C:24]4=[CH:25][CH:26]=[CH:27][CH:28]=5)=[CH:20][CH:19]=[CH:18][C:17]=3[C:16]3[C:11]2=[CH:12][CH:13]=[CH:14][CH:15]=3)(=O)=O)C=CC=CC=1.[OH-].[K+].Cl. Given the product [C:21]1([N:23]2[C:35]3[C:34]([C:36]([O:38][CH3:39])=[O:37])=[CH:33][CH:32]=[CH:31][C:30]=3[C:29]3[C:24]2=[CH:25][CH:26]=[CH:27][CH:28]=3)[C:22]2[NH:10][C:11]3[C:16](=[CH:15][CH:14]=[CH:13][CH:12]=3)[C:17]=2[CH:18]=[CH:19][CH:20]=1, predict the reactants needed to synthesize it. (3) The reactants are: [CH:1]1([C:5]2[C:13]([C:14]3[NH:18][C:17]([CH3:19])=[N:16][N:15]=3)=[CH:12][C:8]([C:9]([OH:11])=O)=[C:7]([CH3:20])[CH:6]=2)[CH2:4][CH2:3][CH2:2]1.C1(C2C(C(=O)NC)=CC(C(O)=O)=C(C)C=2)CCC1.Cl.[F:40][C:41]1([C:45]2[CH:52]=[CH:51][C:48]([C:49]#[N:50])=[CH:47][CH:46]=2)[CH2:44][NH:43][CH2:42]1.N1CCC(C2C=C3C(=CC=2)NN=C3)CC1. Given the product [CH:1]1([C:5]2[C:13]([C:14]3[NH:18][C:17]([CH3:19])=[N:16][N:15]=3)=[CH:12][C:8]([C:9]([N:43]3[CH2:42][C:41]([C:45]4[CH:46]=[CH:47][C:48]([C:49]#[N:50])=[CH:51][CH:52]=4)([F:40])[CH2:44]3)=[O:11])=[C:7]([CH3:20])[CH:6]=2)[CH2:2][CH2:3][CH2:4]1, predict the reactants needed to synthesize it.